Dataset: Catalyst prediction with 721,799 reactions and 888 catalyst types from USPTO. Task: Predict which catalyst facilitates the given reaction. (1) Reactant: [OH:1][C@H:2]([CH3:6])[C:3]([NH2:5])=[O:4].C(N(CC)CC)C.[CH3:14][S:15](Cl)(=[O:17])=[O:16]. Product: [C:3]([C@H:2]([O:1][S:15]([CH3:14])(=[O:17])=[O:16])[CH3:6])(=[O:4])[NH2:5]. The catalyst class is: 20. (2) Reactant: [Cl:1][C:2]1[CH:18]=[CH:17][C:5]([O:6][C:7]2[CH:14]=[CH:13][C:12]([CH2:15]Cl)=[CH:11][C:8]=2[C:9]#[N:10])=[CH:4][C:3]=1[C:19]([F:22])([F:21])[F:20].[CH3:23][O:24][C:25]1[N:30]=[CH:29][C:28]([CH2:31][C:32]2[C:33](=[O:39])[NH:34][C:35](=[S:38])[NH:36][CH:37]=2)=[CH:27][N:26]=1.CCN(C(C)C)C(C)C. Product: [Cl:1][C:2]1[CH:18]=[CH:17][C:5]([O:6][C:7]2[CH:14]=[CH:13][C:12]([CH2:15][S:38][C:35]3[NH:36][CH:37]=[C:32]([CH2:31][C:28]4[CH:29]=[N:30][C:25]([O:24][CH3:23])=[N:26][CH:27]=4)[C:33](=[O:39])[N:34]=3)=[CH:11][C:8]=2[C:9]#[N:10])=[CH:4][C:3]=1[C:19]([F:22])([F:21])[F:20]. The catalyst class is: 26. (3) Reactant: [Br:1][C:2]1[CH:3]=[N:4][C:5]([S:8][C:9]2[CH:14]=[CH:13][C:12]([NH:15][C:16]([NH:18][C:19](=[O:29])[C:20]3[CH:25]=[CH:24][CH:23]=[CH:22][C:21]=3[N+:26]([O-:28])=[O:27])=[O:17])=[CH:11][CH:10]=2)=[N:6][CH:7]=1.C1C=C(Cl)C=C(C(OO)=[O:38])C=1.C([O-])([O-])=O.[Na+].[Na+]. Product: [Br:1][C:2]1[CH:3]=[N:4][C:5]([S:8]([C:9]2[CH:10]=[CH:11][C:12]([NH:15][C:16]([NH:18][C:19](=[O:29])[C:20]3[CH:25]=[CH:24][CH:23]=[CH:22][C:21]=3[N+:26]([O-:28])=[O:27])=[O:17])=[CH:13][CH:14]=2)=[O:38])=[N:6][CH:7]=1. The catalyst class is: 34. (4) Reactant: [F:1][C:2]1[CH:7]=[CH:6][C:5]([CH:8]([CH:15]2[CH2:20][CH2:19][N:18]([CH3:21])[CH2:17][CH2:16]2)N2CCNCC2)=[CH:4][CH:3]=1.C1(C(N=C=[O:37])C2C=CC=CC=2)C=CC=CC=1. Product: [F:1][C:2]1[CH:7]=[CH:6][C:5]([C:8]([CH:15]2[CH2:20][CH2:19][N:18]([CH3:21])[CH2:17][CH2:16]2)=[O:37])=[CH:4][CH:3]=1. The catalyst class is: 2. (5) Product: [Cl:1][C:2]1[CH:3]=[C:4]([CH:26]=[CH:27][CH:28]=1)[C:5]([NH:7][C:8]1[C:9]([N:16]2[CH2:21][CH2:20][CH:19]([CH2:22][C:23]([N:33]3[CH2:34][CH2:35][CH:30]([OH:29])[CH2:31][CH2:32]3)=[O:24])[CH2:18][CH2:17]2)=[N:10][CH:11]=[C:12]([C:14]#[N:15])[CH:13]=1)=[O:6]. The catalyst class is: 9. Reactant: [Cl:1][C:2]1[CH:3]=[C:4]([CH:26]=[CH:27][CH:28]=1)[C:5]([NH:7][C:8]1[C:9]([N:16]2[CH2:21][CH2:20][CH:19]([CH2:22][C:23](O)=[O:24])[CH2:18][CH2:17]2)=[N:10][CH:11]=[C:12]([C:14]#[N:15])[CH:13]=1)=[O:6].[OH:29][CH:30]1[CH2:35][CH2:34][NH:33][CH2:32][CH2:31]1.F[B-](F)(F)F.N1(OC(N(C)C)=[N+](C)C)C2C=CC=CC=2N=N1.C(N(CC)CC)C. (6) Reactant: [Cl:1][C:2]1[CH:3]=[C:4]([C:12]2([C:37]([F:40])([F:39])[F:38])[O:16][N:15]=[C:14]([C:17]3[CH:22]=[CH:21][C:20]([C:23]([N:25]4[CH2:30][C:29](=[O:31])[NH:28][C:27](=[O:32])[CH2:26]4)=[O:24])=[C:19]([C:33]([F:36])([F:35])[F:34])[CH:18]=3)[CH2:13]2)[CH:5]=[C:6]([C:8]([F:11])([F:10])[F:9])[CH:7]=1.I[CH2:42][CH2:43][CH3:44].C(=O)([O-])[O-].[K+].[K+].CC#N. Product: [Cl:1][C:2]1[CH:3]=[C:4]([C:12]2([C:37]([F:40])([F:38])[F:39])[O:16][N:15]=[C:14]([C:17]3[CH:22]=[CH:21][C:20]([C:23]([N:25]4[CH2:26][C:27](=[O:32])[N:28]([CH2:42][CH2:43][CH3:44])[C:29](=[O:31])[CH2:30]4)=[O:24])=[C:19]([C:33]([F:36])([F:35])[F:34])[CH:18]=3)[CH2:13]2)[CH:5]=[C:6]([C:8]([F:11])([F:10])[F:9])[CH:7]=1. The catalyst class is: 9. (7) Reactant: [I-:1].[K+].II.[NH2:5][C:6]1[CH:11]=[CH:10][N:9]=[CH:8][C:7]=1[Br:12].C(=O)([O-])[O-].[Na+].[Na+]. Product: [Br:12][C:7]1[CH:8]=[N:9][CH:10]=[C:11]([I:1])[C:6]=1[NH2:5]. The catalyst class is: 238. (8) Reactant: [C:1]([C:3]1[CH:8]=[CH:7][C:6]([N:9]2[CH2:15][CH2:14][C:13]3[O:16][N:17]=[C:18]([CH3:19])[C:12]=3[C:11]3[CH:20]=[C:21]([C:24]([O:26]CC)=[O:25])[CH:22]=[CH:23][C:10]2=3)=[CH:5][CH:4]=1)#[N:2].C1COCC1.[OH-].[Na+].Cl. The catalyst class is: 98. Product: [C:1]([C:3]1[CH:4]=[CH:5][C:6]([N:9]2[CH2:15][CH2:14][C:13]3[O:16][N:17]=[C:18]([CH3:19])[C:12]=3[C:11]3[CH:20]=[C:21]([C:24]([OH:26])=[O:25])[CH:22]=[CH:23][C:10]2=3)=[CH:7][CH:8]=1)#[N:2]. (9) Reactant: [CH2:1]([N:3]1[CH2:8][CH2:7][C:6]2[C:9]([C:20]3[O:24][N:23]=[C:22]([CH3:25])[N:21]=3)=[C:10]([NH:12]C(=O)OC(C)(C)C)[S:11][C:5]=2[CH2:4]1)[CH3:2].FC(F)(F)C(O)=O. Product: [CH2:1]([N:3]1[CH2:8][CH2:7][C:6]2[C:9]([C:20]3[O:24][N:23]=[C:22]([CH3:25])[N:21]=3)=[C:10]([NH2:12])[S:11][C:5]=2[CH2:4]1)[CH3:2]. The catalyst class is: 2.